Predict the reactants needed to synthesize the given product. From a dataset of Full USPTO retrosynthesis dataset with 1.9M reactions from patents (1976-2016). Given the product [ClH:29].[NH2:4][C@H:1]([C:3]1[C:39](=[O:45])[NH:38][C:33]2[C:34]([CH:36]=1)=[CH:35][C:30]([Cl:29])=[CH:31][C:32]=2[F:46])[CH3:2], predict the reactants needed to synthesize it. The reactants are: [CH:1]([NH:4]C(C)C)([CH3:3])[CH3:2].C([Li])CCC.C(OC(N[C@@H](C)CC(OCC)=O)=O)(C)(C)C.[Cl:29][C:30]1[CH:35]=[C:34]([CH:36]=O)[C:33]([NH:38][C:39](=[O:45])OC(C)(C)C)=[C:32]([F:46])[CH:31]=1.